This data is from Catalyst prediction with 721,799 reactions and 888 catalyst types from USPTO. The task is: Predict which catalyst facilitates the given reaction. (1) Reactant: CS(O[CH2:6][CH2:7][C:8]1[CH:13]=[CH:12][C:11]([C:14]#[N:15])=[C:10]([F:16])[CH:9]=1)(=O)=O.C(N(CC)CC)C.C1CCN2C(=NCCC2)CC1. Product: [CH:7]([C:8]1[CH:13]=[CH:12][C:11]([C:14]#[N:15])=[C:10]([F:16])[CH:9]=1)=[CH2:6]. The catalyst class is: 2. (2) Reactant: F[C:2]1[CH:9]=[CH:8][C:7]([CH2:10][O:11][C:12]2[CH:17]=[CH:16][C:15]([C:18]3[CH:23]=[C:22]([F:24])[C:21]([F:25])=[CH:20][C:19]=3[O:26][CH3:27])=[CH:14][CH:13]=2)=[CH:6][C:3]=1[C:4]#[N:5].[NH2:28][NH2:29]. Product: [F:25][C:21]1[C:22]([F:24])=[CH:23][C:18]([C:15]2[CH:14]=[CH:13][C:12]([O:11][CH2:10][C:7]3[CH:6]=[C:3]4[C:2](=[CH:9][CH:8]=3)[NH:29][N:28]=[C:4]4[NH2:5])=[CH:17][CH:16]=2)=[C:19]([O:26][CH3:27])[CH:20]=1. The catalyst class is: 51. (3) Reactant: [Cl:1][C:2]1[CH:7]=[CH:6][C:5]([C:8]2([OH:34])[CH2:13][CH2:12][N:11]([CH2:14][CH2:15][CH:16]=[C:17]3[C:27]4[C:22](=[N:23][CH:24]=[CH:25][CH:26]=4)[O:21][C:20]4[CH:28]=[CH:29][CH:30]=[C:31]([CH:32]=O)[C:19]=4[CH2:18]3)[CH2:10][CH2:9]2)=[CH:4][CH:3]=1.[NH2:35][C:36]([NH2:38])=[O:37].C[Si](Cl)(C)C.[BH4-].[Na+]. Product: [Cl:1][C:2]1[CH:7]=[CH:6][C:5]([C:8]2([OH:34])[CH2:13][CH2:12][N:11]([CH2:14][CH2:15][CH:16]=[C:17]3[C:27]4[C:22](=[N:23][CH:24]=[CH:25][CH:26]=4)[O:21][C:20]4[CH:28]=[CH:29][CH:30]=[C:31]([CH2:32][NH:35][C:36]([NH2:38])=[O:37])[C:19]=4[CH2:18]3)[CH2:10][CH2:9]2)=[CH:4][CH:3]=1. The catalyst class is: 15.